From a dataset of Catalyst prediction with 721,799 reactions and 888 catalyst types from USPTO. Predict which catalyst facilitates the given reaction. (1) Reactant: [CH3:1][N:2]([CH3:7])P(Cl)(Cl)=O.[CH3:8][O:9][C:10]1[CH:11]=[C:12]([CH:16]=[CH:17][C:18]=1[N+:19]([O-:21])=[O:20])[C:13](O)=[O:14]. Product: [CH3:8][O:9][C:10]1[CH:11]=[C:12]([CH:16]=[CH:17][C:18]=1[N+:19]([O-:21])=[O:20])[C:13]([N:2]([CH3:7])[CH3:1])=[O:14]. The catalyst class is: 57. (2) Reactant: [F:1][C:2]1[CH:3]=[CH:4][C:5]([O:10][C:11]2[CH:25]=[CH:24][C:14]3[C:15]([CH2:18][N:19]4[CH2:23][CH2:22][CH2:21][CH2:20]4)=[N:16][O:17][C:13]=3[CH:12]=2)=[C:6]([CH:9]=1)[CH2:7][NH2:8].FC(F)(F)C[O:29][C:30](=O)[NH:31][C:32]1[N:33]([CH3:41])[N:34]=[C:35]([C:37]([CH3:40])([CH3:39])[CH3:38])[CH:36]=1.C(N(C(C)C)CC)(C)C. Product: [C:37]([C:35]1[CH:36]=[C:32]([NH:31][C:30]([NH:8][CH2:7][C:6]2[CH:9]=[C:2]([F:1])[CH:3]=[CH:4][C:5]=2[O:10][C:11]2[CH:25]=[CH:24][C:14]3[C:15]([CH2:18][N:19]4[CH2:20][CH2:21][CH2:22][CH2:23]4)=[N:16][O:17][C:13]=3[CH:12]=2)=[O:29])[N:33]([CH3:41])[N:34]=1)([CH3:40])([CH3:38])[CH3:39]. The catalyst class is: 3. (3) The catalyst class is: 32. Product: [ClH:1].[CH3:2][O:3][C:4]1[CH:13]=[C:12]2[C:7]([CH2:8][CH2:9][C@H:10]([NH2:14])[CH2:11]2)=[CH:6][CH:5]=1. Reactant: [ClH:1].[CH3:2][O:3][C:4]1[CH:13]=[C:12]2[C:7]([CH2:8][CH2:9][C@H:10]([NH2:14])[CH2:11]2)=[CH:6][CH:5]=1. (4) Reactant: [NH2:1][C:2]1[CH:3]=[C:4]([CH2:10][OH:11])[CH:5]=[C:6]([Br:9])[C:7]=1[F:8].[O:12]1[CH2:16][CH2:15][CH2:14][CH:13]1[CH:17]=O.[NH4+].[Cl-]. Product: [Br:9][C:6]1[CH:5]=[C:4]([CH2:10][OH:11])[CH:3]=[C:2]([NH:1][CH2:17][CH:13]2[CH2:14][CH2:15][CH2:16][O:12]2)[C:7]=1[F:8]. The catalyst class is: 26. (5) Reactant: [NH:1]1[CH2:6][CH2:5][O:4][CH2:3][CH2:2]1.[CH3:7][O:8][C:9]([C:11]1[CH:12]=[C:13]([CH3:34])[C:14]2[O:20][C:19]3[C:21]([Cl:30])=[CH:22][C:23]([NH:25][C:26](=[O:29])[CH2:27]Cl)=[CH:24][C:18]=3[CH2:17][S:16](=[O:32])(=[O:31])[C:15]=2[CH:33]=1)=[O:10]. Product: [CH3:7][O:8][C:9]([C:11]1[CH:12]=[C:13]([CH3:34])[C:14]2[O:20][C:19]3[C:21]([Cl:30])=[CH:22][C:23]([NH:25][C:26](=[O:29])[CH2:27][N:1]4[CH2:6][CH2:5][O:4][CH2:3][CH2:2]4)=[CH:24][C:18]=3[CH2:17][S:16](=[O:32])(=[O:31])[C:15]=2[CH:33]=1)=[O:10]. The catalyst class is: 3. (6) Reactant: [CH2:1]([N:3]([CH2:12][CH3:13])[C:4]1[CH:9]=[CH:8][C:7]([N:10]=O)=[CH:6][CH:5]=1)[CH3:2].[C:14]1([C:20]2[CH:24]=[C:23]([NH2:25])[N:22]([C:26]3[CH:31]=[CH:30][CH:29]=[CH:28][N:27]=3)[N:21]=2)[CH:19]=[CH:18][CH:17]=[CH:16][CH:15]=1. Product: [CH2:1]([N:3]([CH2:12][CH3:13])[C:4]1[CH:9]=[C:8]2[C:7]([N:10]=[C:24]3[C:20]([C:14]4[CH:15]=[CH:16][CH:17]=[CH:18][CH:19]=4)=[N:21][N:22]([C:26]4[CH:31]=[CH:30][CH:29]=[CH:28][N:27]=4)[C:23]3=[N:25]2)=[CH:6][CH:5]=1)[CH3:2]. The catalyst class is: 15.